Dataset: Full USPTO retrosynthesis dataset with 1.9M reactions from patents (1976-2016). Task: Predict the reactants needed to synthesize the given product. (1) The reactants are: C([Li])CCC.[C:6]([Si:10]([O:13][CH2:14][C:15]1[CH:20]=[C:19]([O:21][CH2:22][CH3:23])[C:18](I)=[C:17]([O:25][CH2:26][CH3:27])[CH:16]=1)([CH3:12])[CH3:11])([CH3:9])([CH3:8])[CH3:7].[C:28]1(=[O:32])[CH2:31][CH2:30][CH2:29]1.C(=O)([O-])O.[Na+].Cl. Given the product [Si:10]([O:13][CH2:14][C:15]1[CH:20]=[C:19]([O:21][CH2:22][CH3:23])[C:18]([C:28]2([OH:32])[CH2:31][CH2:30][CH2:29]2)=[C:17]([O:25][CH2:26][CH3:27])[CH:16]=1)([C:6]([CH3:9])([CH3:8])[CH3:7])([CH3:12])[CH3:11], predict the reactants needed to synthesize it. (2) Given the product [NH2:4][CH2:5][CH2:6][CH2:7][C@:8]1([C:26]2[CH:31]=[CH:30][CH:29]=[CH:28][CH:27]=2)[N:12]([C:13](=[O:18])[C@@H:14]([O:16][CH2:17][CH3:1])[CH3:15])[N:11]=[C:10]([C:19]2[CH:24]=[CH:23][CH:22]=[C:21]([F:25])[CH:20]=2)[S:9]1, predict the reactants needed to synthesize it. The reactants are: [CH2:1](I)C.[NH2:4][CH2:5][CH2:6][CH2:7][C@:8]1([C:26]2[CH:31]=[CH:30][CH:29]=[CH:28][CH:27]=2)[N:12]([C:13](=[O:18])[C@@H:14]([O:16][CH3:17])[CH3:15])[N:11]=[C:10]([C:19]2[CH:24]=[CH:23][CH:22]=[C:21]([F:25])[CH:20]=2)[S:9]1. (3) Given the product [Cl:1][C:2]1[CH:3]=[C:4]([NH:8][C:9]2[CH:14]=[C:13]([NH:15][CH:16]3[CH2:21][CH2:20][N:19]([CH:38]([CH3:40])[CH3:37])[CH2:18][CH2:17]3)[N:12]3[N:22]=[CH:23][C:24]([CH:25]=[C:26]4[NH:30][C:29](=[O:31])[NH:28][C:27]4=[O:32])=[C:11]3[N:10]=2)[CH:5]=[CH:6][CH:7]=1, predict the reactants needed to synthesize it. The reactants are: [Cl:1][C:2]1[CH:3]=[C:4]([NH:8][C:9]2[CH:14]=[C:13]([NH:15][CH:16]3[CH2:21][CH2:20][NH:19][CH2:18][CH2:17]3)[N:12]3[N:22]=[CH:23][C:24]([CH:25]=[C:26]4[NH:30][C:29](=[O:31])[NH:28][C:27]4=[O:32])=[C:11]3[N:10]=2)[CH:5]=[CH:6][CH:7]=1.CC(O)=O.[CH3:37][C:38]([CH3:40])=O.C(O[BH-](OC(=O)C)OC(=O)C)(=O)C.[Na+].C(=O)(O)[O-].[Na+]. (4) Given the product [C:28]([O:31][C:32](=[O:33])[NH:5][CH2:8][CH:9]1[NH:14][C:13](=[O:15])[C:12]2[CH:16]=[C:17]([C:19]3[CH:24]=[CH:23][N:22]=[CH:21][CH:20]=3)[NH:18][C:11]=2[CH2:10]1)([CH3:30])([CH3:29])[CH3:27], predict the reactants needed to synthesize it. The reactants are: P(C)(C)C.[N:5]([CH2:8][CH:9]1[NH:14][C:13](=[O:15])[C:12]2[CH:16]=[C:17]([C:19]3[CH:24]=[CH:23][N:22]=[CH:21][CH:20]=3)[NH:18][C:11]=2[CH2:10]1)=[N+]=[N-].[OH-].[Na+].[CH3:27][C:28]([O:31][C:32](O[C:32]([O:31][C:28]([CH3:30])([CH3:29])[CH3:27])=[O:33])=[O:33])([CH3:30])[CH3:29]. (5) Given the product [NH:26]1[CH2:27][CH2:28][CH:23]([O:22][C@H:19]2[CH2:18][CH2:17][C@H:16]([N:15]([S:12](=[O:13])(=[O:14])[NH2:11])[CH2:39][C:40]([O:42][CH2:43][CH3:44])=[O:41])[CH2:21][CH2:20]2)[CH2:24][CH2:25]1, predict the reactants needed to synthesize it. The reactants are: C(OC([NH:11][S:12]([N:15]([CH2:39][C:40]([O:42][CH2:43][CH3:44])=[O:41])[C@H:16]1[CH2:21][CH2:20][C@H:19]([O:22][CH:23]2[CH2:28][CH2:27][N:26](C(OCC3C=CC=CC=3)=O)[CH2:25][CH2:24]2)[CH2:18][CH2:17]1)(=[O:14])=[O:13])=O)C1C=CC=CC=1. (6) Given the product [Cl:28][C:29]1[CH:30]=[C:31]([C@@H:39]([CH2:43][CH:44]2[CH2:48][CH2:47][CH2:46][CH2:45]2)[C:40]([NH:55][C:52]2[CH:53]=[CH:54][N:50]([CH3:49])[N:51]=2)=[O:42])[CH:32]=[CH:33][C:34]=1[S:35]([CH3:38])(=[O:36])=[O:37], predict the reactants needed to synthesize it. The reactants are: C1(P(C2C=CC=CC=2)C2C=CC=CC=2)C=CC=CC=1.BrN1C(=O)CCC1=O.[Cl:28][C:29]1[CH:30]=[C:31]([C@@H:39]([CH2:43][CH:44]2[CH2:48][CH2:47][CH2:46][CH2:45]2)[C:40]([OH:42])=O)[CH:32]=[CH:33][C:34]=1[S:35]([CH3:38])(=[O:37])=[O:36].[CH3:49][N:50]1[CH:54]=[CH:53][C:52]([NH2:55])=[N:51]1.N1C=CC=CC=1. (7) Given the product [N:27]1([CH2:24][C:25]#[C:26][C:2]2[CH:7]=[CH:6][C:5]([C:8]3[CH:13]=[CH:12][C:11]([O:14][CH2:15][CH2:16][CH2:17][N:18]4[CH2:23][CH2:22][CH2:21][CH2:20][CH2:19]4)=[CH:10][CH:9]=3)=[CH:4][CH:3]=2)[CH2:32][CH2:31][CH2:30][CH2:29][CH2:28]1, predict the reactants needed to synthesize it. The reactants are: Br[C:2]1[CH:7]=[CH:6][C:5]([C:8]2[CH:13]=[CH:12][C:11]([O:14][CH2:15][CH2:16][CH2:17][N:18]3[CH2:23][CH2:22][CH2:21][CH2:20][CH2:19]3)=[CH:10][CH:9]=2)=[CH:4][CH:3]=1.[CH2:24]([N:27]1[CH2:32][CH2:31][CH2:30][CH2:29][CH2:28]1)[C:25]#[CH:26].C1(P(C2C=CC=CC=2)C2C=CC=CC=2)C=CC=CC=1.C([O-])(=O)C([O-])=O. (8) Given the product [Br:1][C:2]1[CH:8]=[CH:7][C:5]([NH:6][C:17](=[O:18])[O:16][C:13]([CH3:15])([CH3:14])[CH3:12])=[C:4]([N+:9]([O-:11])=[O:10])[CH:3]=1, predict the reactants needed to synthesize it. The reactants are: [Br:1][C:2]1[CH:8]=[CH:7][C:5]([NH2:6])=[C:4]([N+:9]([O-:11])=[O:10])[CH:3]=1.[CH3:12][C:13]([O:16][C:17](O[C:17]([O:16][C:13]([CH3:15])([CH3:14])[CH3:12])=[O:18])=[O:18])([CH3:15])[CH3:14].CCOC(C)=O.